From a dataset of Forward reaction prediction with 1.9M reactions from USPTO patents (1976-2016). Predict the product of the given reaction. Given the reactants Br.[NH2:2][C:3]1[C:4](=[O:17])[N:5]([O:9][CH2:10][C:11]2[CH:16]=[CH:15][CH:14]=[CH:13][CH:12]=2)[CH:6]=[CH:7][CH:8]=1.[Cl:18][C:19]1[CH:24]=[CH:23][C:22]([C:25]2[CH:30]=[CH:29][C:28]([S:31](Cl)(=[O:33])=[O:32])=[CH:27][CH:26]=2)=[CH:21][CH:20]=1, predict the reaction product. The product is: [CH2:10]([O:9][N:5]1[CH:6]=[CH:7][CH:8]=[C:3]([NH:2][S:31]([C:28]2[CH:27]=[CH:26][C:25]([C:22]3[CH:23]=[CH:24][C:19]([Cl:18])=[CH:20][CH:21]=3)=[CH:30][CH:29]=2)(=[O:32])=[O:33])[C:4]1=[O:17])[C:11]1[CH:16]=[CH:15][CH:14]=[CH:13][CH:12]=1.